This data is from NCI-60 drug combinations with 297,098 pairs across 59 cell lines. The task is: Regression. Given two drug SMILES strings and cell line genomic features, predict the synergy score measuring deviation from expected non-interaction effect. (1) Synergy scores: CSS=4.09, Synergy_ZIP=-12.8, Synergy_Bliss=-22.9, Synergy_Loewe=-43.6, Synergy_HSA=-21.7. Drug 2: C1=CN(C=N1)CC(O)(P(=O)(O)O)P(=O)(O)O. Drug 1: C1=CC(=C2C(=C1NCCNCCO)C(=O)C3=C(C=CC(=C3C2=O)O)O)NCCNCCO. Cell line: K-562. (2) Drug 1: CCN(CC)CCNC(=O)C1=C(NC(=C1C)C=C2C3=C(C=CC(=C3)F)NC2=O)C. Drug 2: C1CN1C2=NC(=NC(=N2)N3CC3)N4CC4. Cell line: MALME-3M. Synergy scores: CSS=16.1, Synergy_ZIP=-4.95, Synergy_Bliss=0.0711, Synergy_Loewe=-3.60, Synergy_HSA=-1.31. (3) Drug 2: N.N.Cl[Pt+2]Cl. Drug 1: CC12CCC(CC1=CCC3C2CCC4(C3CC=C4C5=CN=CC=C5)C)O. Cell line: UACC-257. Synergy scores: CSS=2.72, Synergy_ZIP=-0.416, Synergy_Bliss=0.373, Synergy_Loewe=-4.57, Synergy_HSA=-2.58. (4) Drug 2: CCC1(CC2CC(C3=C(CCN(C2)C1)C4=CC=CC=C4N3)(C5=C(C=C6C(=C5)C78CCN9C7C(C=CC9)(C(C(C8N6C)(C(=O)OC)O)OC(=O)C)CC)OC)C(=O)OC)O.OS(=O)(=O)O. Cell line: SK-OV-3. Drug 1: CC1C(C(CC(O1)OC2CC(CC3=C2C(=C4C(=C3O)C(=O)C5=C(C4=O)C(=CC=C5)OC)O)(C(=O)C)O)N)O.Cl. Synergy scores: CSS=16.4, Synergy_ZIP=-4.85, Synergy_Bliss=-3.87, Synergy_Loewe=-21.4, Synergy_HSA=-2.48.